Dataset: Catalyst prediction with 721,799 reactions and 888 catalyst types from USPTO. Task: Predict which catalyst facilitates the given reaction. Reactant: [C:1]([O:4][CH2:5][C:6]([OH:8])=O)(=[O:3])[CH3:2].C(N1C=CN=C1)(N1C=CN=C1)=O.[Cl:21][C:22]1[CH:27]=[CH:26][C:25]([S:28]([N:31]([CH2:40][C:41]2[CH:50]=[CH:49][C:44]([C:45]([NH:47]O)=[NH:46])=[CH:43][CH:42]=2)[CH:32]2[CH2:38][CH2:37][CH2:36][CH2:35][NH:34][C:33]2=[O:39])(=[O:30])=[O:29])=[CH:24][CH:23]=1.O. Product: [Cl:21][C:22]1[CH:27]=[CH:26][C:25]([S:28]([N:31]([CH2:40][C:41]2[CH:42]=[CH:43][C:44]([C:45]3[N:46]=[C:6]([CH2:5][O:4][C:1](=[O:3])[CH3:2])[O:8][N:47]=3)=[CH:49][CH:50]=2)[CH:32]2[CH2:38][CH2:37][CH2:36][CH2:35][NH:34][C:33]2=[O:39])(=[O:29])=[O:30])=[CH:24][CH:23]=1. The catalyst class is: 9.